Dataset: Full USPTO retrosynthesis dataset with 1.9M reactions from patents (1976-2016). Task: Predict the reactants needed to synthesize the given product. (1) Given the product [Br:1][C:2]1[CH:11]=[CH:10][C:9]2[N:8]=[CH:7][C:6]3[N:12]([S:42]([C:37]4[CH:38]=[CH:39][C:40]([CH3:41])=[C:35]([F:34])[CH:36]=4)(=[O:43])=[O:44])[C:13](=[O:26])[N:14]([C:15]4[CH:20]=[CH:19][C:18]([C:21]([CH3:24])([CH3:25])[C:22]#[N:23])=[CH:17][CH:16]=4)[C:5]=3[C:4]=2[CH:3]=1, predict the reactants needed to synthesize it. The reactants are: [Br:1][C:2]1[CH:11]=[CH:10][C:9]2[N:8]=[CH:7][C:6]3[NH:12][C:13](=[O:26])[N:14]([C:15]4[CH:20]=[CH:19][C:18]([C:21]([CH3:25])([CH3:24])[C:22]#[N:23])=[CH:17][CH:16]=4)[C:5]=3[C:4]=2[CH:3]=1.C(N(CC)CC)C.[F:34][C:35]1[CH:36]=[C:37]([S:42](Cl)(=[O:44])=[O:43])[CH:38]=[CH:39][C:40]=1[CH3:41].O. (2) Given the product [NH2:1][C:2]1[C:3]2[CH:11]=[CH:10][N:9]([C@@H:12]3[O:16][C@:15]([C:17]#[CH:18])([CH2:19][OH:20])[C@@H:14]([OH:21])[CH2:13]3)[C:4]=2[N:5]=[C:6]([Cl:8])[N:7]=1, predict the reactants needed to synthesize it. The reactants are: [NH2:1][C:2]1[C:3]2[CH:11]=[CH:10][N:9]([C@@H:12]3[O:16][C@@:15]([CH2:19][OH:20])([C:17]#[CH:18])[C@@H:14]([O:21][Si](C(C)(C)C)(C)C)[CH2:13]3)[C:4]=2[N:5]=[C:6]([Cl:8])[N:7]=1.CCCC[N+](CCCC)(CCCC)CCCC.[F-].C1COCC1.O.C(#N)C.